Predict the reactants needed to synthesize the given product. From a dataset of Retrosynthesis with 50K atom-mapped reactions and 10 reaction types from USPTO. (1) The reactants are: Cc1nc(Cl)c2ncn(C3CCCCO3)c2n1.OB(O)c1cccnc1F. Given the product Cc1nc(-c2cccnc2F)c2ncn(C3CCCCO3)c2n1, predict the reactants needed to synthesize it. (2) The reactants are: COC(=O)C1(CCCNCc2ccccc2)CCCN1C(=O)OC(C)(C)C. Given the product COC(=O)C1(CCCNCc2ccccc2)CCCN1, predict the reactants needed to synthesize it. (3) Given the product COC(=O)c1cc(Br)cnc1NCCN1CCOCC1, predict the reactants needed to synthesize it. The reactants are: COC(=O)c1cc(Br)cnc1Cl.NCCN1CCOCC1.